From a dataset of Forward reaction prediction with 1.9M reactions from USPTO patents (1976-2016). Predict the product of the given reaction. Given the reactants [NH2:1][C:2]1[CH:3]=[C:4]([CH:8]=[CH:9][C:10]=1[CH2:11][CH3:12])[C:5]([OH:7])=[O:6].[N:13](OC(C)(C)C)=O.C([O-])(=O)C.[K+].C1OCCOCCOCCOCCOCCOC1, predict the reaction product. The product is: [C:5]([C:4]1[CH:3]=[C:2]2[C:10]([C:11]([CH3:12])=[N:13][NH:1]2)=[CH:9][CH:8]=1)([OH:7])=[O:6].